From a dataset of Full USPTO retrosynthesis dataset with 1.9M reactions from patents (1976-2016). Predict the reactants needed to synthesize the given product. (1) Given the product [Cl:1][C:2]1[CH:3]=[CH:4][C:5]([CH:6]([N:13]2[CH2:14][CH2:15][N:16]([CH2:19][CH2:20][NH:21][CH2:38][C:29]3[CH:28]=[C:27]([CH2:24][CH2:25][CH3:26])[N:31]([C:32]4[CH:37]=[CH:36][CH:35]=[CH:34][CH:33]=4)[N:30]=3)[CH2:17][CH2:18]2)[C:7]2[CH:8]=[CH:9][CH:10]=[CH:11][CH:12]=2)=[CH:22][CH:23]=1, predict the reactants needed to synthesize it. The reactants are: [Cl:1][C:2]1[CH:23]=[CH:22][C:5]([CH:6]([N:13]2[CH2:18][CH2:17][N:16]([CH2:19][CH2:20][NH2:21])[CH2:15][CH2:14]2)[C:7]2[CH:12]=[CH:11][CH:10]=[CH:9][CH:8]=2)=[CH:4][CH:3]=1.[CH2:24]([C:27]1[N:31]([C:32]2[CH:37]=[CH:36][CH:35]=[CH:34][CH:33]=2)[N:30]=[C:29]([CH:38]=O)[CH:28]=1)[CH2:25][CH3:26]. (2) The reactants are: [F:1][C:2]1[CH:17]=[CH:16][CH:15]=[CH:14][C:3]=1[CH2:4][C:5]1[C:13]2[C:8](=[N:9][CH:10]=[CH:11][N:12]=2)[NH:7][N:6]=1.Cl[C:19]1[N:24]=[C:23]([NH2:25])[N:22]=[C:21]([NH2:26])[N:20]=1.C1(P(C2CCCCC2)C2C=CC=CC=2C2C(C(C)C)=CC(C(C)C)=CC=2C(C)C)CCCCC1.C(=O)([O-])[O-].[Cs+].[Cs+]. Given the product [F:1][C:2]1[CH:17]=[CH:16][CH:15]=[CH:14][C:3]=1[CH2:4][C:5]1[C:13]2[C:8](=[N:9][CH:10]=[CH:11][N:12]=2)[N:7]([C:19]2[N:24]=[C:23]([NH2:25])[N:22]=[C:21]([NH2:26])[N:20]=2)[N:6]=1, predict the reactants needed to synthesize it. (3) Given the product [CH3:42][CH2:41][CH2:40][N:25]1[C:23](=[O:24])[N:22]([CH2:19][CH2:20][CH3:21])[C:31](=[O:32])[C:30]2[C:26]1=[N:27]/[C:28](/[N:29]=2)=[C:33]1/[CH:34]=[C:35]([NH:39][C:16]([CH2:15][C:12]2[CH:11]=[CH:10][C:9]([O:8][CH2:1][C:2]3[CH:3]=[CH:4][CH:5]=[CH:6][CH:7]=3)=[CH:14][CH:13]=2)=[O:18])[NH:36][N:37]/1[CH3:38], predict the reactants needed to synthesize it. The reactants are: [CH2:1]([O:8][C:9]1[CH:14]=[CH:13][C:12]([CH2:15][C:16]([OH:18])=O)=[CH:11][CH:10]=1)[C:2]1[CH:7]=[CH:6][CH:5]=[CH:4][CH:3]=1.[CH2:19]([N:22]1[C:31](=[O:32])[C:30]2[NH:29][C:28]([C:33]3[N:37]([CH3:38])[N:36]=[C:35]([NH2:39])[CH:34]=3)=[N:27][C:26]=2[N:25]([CH2:40][CH2:41][CH3:42])[C:23]1=[O:24])[CH2:20][CH3:21].